This data is from Forward reaction prediction with 1.9M reactions from USPTO patents (1976-2016). The task is: Predict the product of the given reaction. (1) Given the reactants [NH2:1][C:2]1[C:3]2[C:10]([I:11])=[CH:9][N:8]([CH:12]3[CH2:15][C:14]([CH2:17][NH2:18])([OH:16])[CH2:13]3)[C:4]=2[N:5]=[CH:6][N:7]=1.C1N=CN([C:24](N2C=NC=C2)=[O:25])C=1, predict the reaction product. The product is: [NH2:1][C:2]1[C:3]2[C:10]([I:11])=[CH:9][N:8]([CH:12]3[CH2:15][C:14]4([CH2:17][NH:18][C:24](=[O:25])[O:16]4)[CH2:13]3)[C:4]=2[N:5]=[CH:6][N:7]=1. (2) Given the reactants [CH3:1][C:2]1[CH:7]=[CH:6]C(C=[CH:1][C:2]2[CH:7]=[CH:6]C(C)=[CH:4][CH:3]=2)=[CH:4][CH:3]=1.OOS([O-])=O.[K+].[O-]S([O-])=O.[Na+].[Na+].CC[O:31][C:32]([CH3:34])=[O:33], predict the reaction product. The product is: [CH3:1][C:2]1[CH:7]=[CH:6][C:34]([C:32]([OH:31])=[O:33])=[CH:4][CH:3]=1. (3) The product is: [CH2:1]([O:3][C:4]([C:6]1[N:7]([CH2:24][CH3:25])[C:8]([C:12]2[C:21]3[C:16](=[CH:17][CH:18]=[CH:19][CH:20]=3)[CH:15]=[CH:14][CH:13]=2)=[N:9][C:10]=1[CH3:11])=[O:5])[CH3:2].[CH2:1]([O:3][C:4]([C:6]1[N:7]=[C:8]([C:12]2[C:21]3[C:16](=[CH:17][CH:18]=[CH:19][CH:20]=3)[CH:15]=[CH:14][CH:13]=2)[N:9]([CH2:24][CH3:25])[C:10]=1[CH3:11])=[O:5])[CH3:2]. Given the reactants [CH2:1]([O:3][C:4]([C:6]1[NH:7][C:8]([C:12]2[C:21]3[C:16](=[CH:17][CH:18]=[CH:19][CH:20]=3)[CH:15]=[CH:14][CH:13]=2)=[N:9][C:10]=1[CH3:11])=[O:5])[CH3:2].[H-].[Na+].[CH2:24](I)[CH3:25].O, predict the reaction product. (4) Given the reactants [F:1][C:2]1[C:11]([CH:12]([OH:29])[CH2:13][N:14]2[CH2:19][CH2:18][C:17]([OH:28])([C:20]3[CH:25]=[CH:24][CH:23]=[C:22]([O:26][CH3:27])[CH:21]=3)[CH2:16][CH2:15]2)=[CH:10][CH:9]=[C:8]2[C:3]=1[CH2:4][CH2:5][C:6](=[O:30])[NH:7]2.[ClH:31].CCOC(C)=O, predict the reaction product. The product is: [ClH:31].[F:1][C:2]1[C:11]([CH:12]([OH:29])[CH2:13][N:14]2[CH2:15][CH2:16][C:17]([OH:28])([C:20]3[CH:25]=[CH:24][CH:23]=[C:22]([O:26][CH3:27])[CH:21]=3)[CH2:18][CH2:19]2)=[CH:10][CH:9]=[C:8]2[C:3]=1[CH2:4][CH2:5][C:6](=[O:30])[NH:7]2. (5) The product is: [CH3:1][O:2][CH2:3][CH:4]1[CH2:9][CH2:8][CH:7]([C:20]#[N:21])[CH2:6][CH2:5]1. Given the reactants [CH3:1][O:2][CH2:3][CH:4]1[CH2:9][CH2:8][C:7](=O)[CH2:6][CH2:5]1.C1(C)C(S([CH2:20][N+:21]#[C-])(=O)=O)=CC=CC=1.CC(C)([O-])C.[K+], predict the reaction product. (6) Given the reactants Cl[C:2]1[N:11]=[C:10]([N:12]([CH3:14])[CH3:13])[C:9]2[C:4](=[CH:5][CH:6]=[CH:7][CH:8]=2)[N:3]=1.Cl.[NH2:16][CH2:17][C:18]1[CH:23]=[CH:22][C:21]([NH:24][C:25]([C:27]2[CH:32]=[CH:31][C:30]([C:33]3[CH:38]=[CH:37][CH:36]=[CH:35][CH:34]=3)=[CH:29][CH:28]=2)=[O:26])=[CH:20][CH:19]=1, predict the reaction product. The product is: [CH3:13][N:12]([CH3:14])[C:10]1[C:9]2[C:4](=[CH:5][CH:6]=[CH:7][CH:8]=2)[N:3]=[C:2]([NH:16][CH2:17][C:18]2[CH:19]=[CH:20][C:21]([NH:24][C:25]([C:27]3[CH:32]=[CH:31][C:30]([C:33]4[CH:34]=[CH:35][CH:36]=[CH:37][CH:38]=4)=[CH:29][CH:28]=3)=[O:26])=[CH:22][CH:23]=2)[N:11]=1. (7) The product is: [CH2:18]([C:17]1[N:6]([C:7]2[CH:12]=[CH:11][CH:10]=[CH:9][CH:8]=2)[C:4](=[O:5])[C:3]([C:1]#[N:2])=[CH:15][CH:16]=1)[CH3:19]. Given the reactants [C:1]([CH2:3][C:4]([NH:6][C:7]1[CH:12]=[CH:11][CH:10]=[CH:9][CH:8]=1)=[O:5])#[N:2].CO/[CH:15]=[CH:16]/[C:17](=O)[CH2:18][CH3:19].N12CCN(CC1)CC2.Cl, predict the reaction product. (8) Given the reactants [CH3:1][CH2:2][CH2:3][CH2:4][CH2:5][CH2:6][CH2:7][CH2:8][CH2:9][CH2:10][CH2:11][CH2:12][CH2:13][CH2:14][CH2:15][CH2:16][O:17][CH2:18][CH2:19][CH2:20][O:21][P:22]1([O:28][CH2:27][C@H:26]([CH2:29][N:30]2[C:35](=[O:36])[N:34]=[C:33]([NH2:37])[CH:32]=[CH:31]2)[O:25][CH2:24]1)=[O:23].[OH-:38].[Na+], predict the reaction product. The product is: [CH3:1][CH2:2][CH2:3][CH2:4][CH2:5][CH2:6][CH2:7][CH2:8][CH2:9][CH2:10][CH2:11][CH2:12][CH2:13][CH2:14][CH2:15][CH2:16][O:17][CH2:18][CH2:19][CH2:20][O:21][P:22]([OH:28])([CH2:24][O:25][C@H:26]([CH2:27][OH:38])[CH2:29][N:30]1[C:35](=[O:36])[N:34]=[C:33]([NH2:37])[CH:32]=[CH:31]1)=[O:23]. (9) Given the reactants [Br:1][C:2]1[CH:3]=[C:4]([CH2:15]/[CH:16]=[CH:17]/[C:18]([F:21])([F:20])[F:19])[C:5]([O:11][CH2:12][CH2:13][CH3:14])=[C:6]([N+:8]([O-])=O)[CH:7]=1.BrC1C=C(CCC)C(OCCC)=C([N+]([O-])=O)C=1.BrC1C=C(CCC)C(OCCC)=C(N[C:47]([NH:49][C:50]2[CH:55]=[CH:54][C:53]([CH3:56])=[CH:52][CH:51]=2)=[O:48])C=1, predict the reaction product. The product is: [Br:1][C:2]1[CH:3]=[C:4]([CH2:15]/[CH:16]=[CH:17]/[C:18]([F:21])([F:20])[F:19])[C:5]([O:11][CH2:12][CH2:13][CH3:14])=[C:6]([NH:8][C:47]([NH:49][C:50]2[CH:55]=[CH:54][C:53]([CH3:56])=[CH:52][CH:51]=2)=[O:48])[CH:7]=1. (10) The product is: [NH:1]1[C:9]2[C:4](=[CH:5][CH:6]=[CH:7][CH:8]=2)[C:3](/[CH:10]=[C:11]2\[O:12][C:13]3[C:20]([CH2:28][N:22]4[CH2:27][CH2:26][S:25][CH2:24][CH2:23]4)=[C:19]([OH:21])[CH:18]=[CH:17][C:14]=3[C:15]\2=[O:16])=[CH:2]1. Given the reactants [NH:1]1[C:9]2[C:4](=[CH:5][CH:6]=[CH:7][CH:8]=2)[C:3](/[CH:10]=[C:11]2\[O:12][C:13]3[CH:20]=[C:19]([OH:21])[CH:18]=[CH:17][C:14]=3[C:15]\2=[O:16])=[CH:2]1.[NH:22]1[CH2:27][CH2:26][S:25][CH2:24][CH2:23]1.[CH2:28]=O, predict the reaction product.